Predict which catalyst facilitates the given reaction. From a dataset of Catalyst prediction with 721,799 reactions and 888 catalyst types from USPTO. (1) Product: [NH:8]1[CH2:13][CH2:12][NH:11][CH2:10][CH:9]1[CH2:21][C:22]#[N:23]. Reactant: C([N:8]1[CH2:13][CH2:12][N:11](CC2C=CC=CC=2)[CH2:10][CH:9]1[CH2:21][C:22]#[N:23])C1C=CC=CC=1.ClC(OC(Cl)C)=O. The catalyst class is: 26. (2) Reactant: [OH:1][C:2]1[CH:3]=[C:4]2[C:9](=[CH:10][C:11]=1[CH2:12][CH:13]([CH3:15])[CH3:14])[NH:8][C:7](=[O:16])[CH2:6][CH2:5]2.[C:17]([O-])([O-])=O.[K+].[K+].CI. Product: [CH2:12]([C:11]1[CH:10]=[C:9]2[C:4]([CH2:5][CH2:6][C:7](=[O:16])[NH:8]2)=[CH:3][C:2]=1[O:1][CH3:17])[CH:13]([CH3:14])[CH3:15]. The catalyst class is: 23. (3) Reactant: [OH:1][C:2]1[CH:7]=[CH:6][C:5]([CH2:8][C:9]([OH:11])=[O:10])=[CH:4][C:3]=1[O:12][CH3:13].[F:14][C:15]1[C:20](O)=[C:19]([F:22])[C:18]([F:23])=[C:17]([F:24])[C:16]=1[F:25].Cl.C(N=C=NCCCN(C)C)C. Product: [F:14][C:15]1[C:20]([O:10][C:9](=[O:11])[CH2:8][C:5]2[CH:6]=[CH:7][C:2]([OH:1])=[C:3]([O:12][CH3:13])[CH:4]=2)=[C:19]([F:22])[C:18]([F:23])=[C:17]([F:24])[C:16]=1[F:25]. The catalyst class is: 2. (4) Reactant: [F:1][C:2]([F:16])([F:15])[C:3]([NH:5][C@H:6]([C:12]([OH:14])=[O:13])[CH2:7][CH2:8][CH2:9][CH2:10][NH2:11])=[O:4].[CH2:17](O)[C:18]1[CH:23]=[CH:22][CH:21]=[CH:20][CH:19]=1.S(Cl)([Cl:27])=O. Product: [ClH:27].[CH2:17]([O:13][C:12](=[O:14])[C@H:6]([CH2:7][CH2:8][CH2:9][CH2:10][NH2:11])[NH:5][C:3](=[O:4])[C:2]([F:15])([F:16])[F:1])[C:18]1[CH:23]=[CH:22][CH:21]=[CH:20][CH:19]=1. The catalyst class is: 13. (5) The catalyst class is: 12. Reactant: [OH:1][C:2]([CH3:30])([CH3:29])[CH2:3][O:4][C@H:5]1[C@H:10]([N:11]2[C:15]3[CH:16]=[CH:17][C:18]([CH3:20])=[CH:19][C:14]=3[N:13]=[C:12]2[CH3:21])[CH2:9][CH2:8][N:7](C(OC(C)(C)C)=O)[CH2:6]1.[ClH:31]. Product: [ClH:31].[ClH:31].[OH:1][C:2]([CH3:30])([CH3:29])[CH2:3][O:4][C@H:5]1[C@H:10]([N:11]2[C:15]3[CH:16]=[CH:17][C:18]([CH3:20])=[CH:19][C:14]=3[N:13]=[C:12]2[CH3:21])[CH2:9][CH2:8][NH:7][CH2:6]1.